This data is from Peptide-MHC class II binding affinity with 134,281 pairs from IEDB. The task is: Regression. Given a peptide amino acid sequence and an MHC pseudo amino acid sequence, predict their binding affinity value. This is MHC class II binding data. (1) The peptide sequence is KNEPTAAAIAYGLDR. The MHC is HLA-DQA10401-DQB10402 with pseudo-sequence HLA-DQA10401-DQB10402. The binding affinity (normalized) is 0.586. (2) The peptide sequence is YDKFLANVSTTLTGK. The MHC is DRB1_1101 with pseudo-sequence DRB1_1101. The binding affinity (normalized) is 0.557. (3) The peptide sequence is AAGAQLLWQLPLLSI. The MHC is DRB1_1001 with pseudo-sequence DRB1_1001. The binding affinity (normalized) is 0.817. (4) The peptide sequence is SLRTTTVSGKLIHEW. The MHC is DRB1_0802 with pseudo-sequence DRB1_0802. The binding affinity (normalized) is 0.415. (5) The peptide sequence is LTEWTSSNVMEERY. The MHC is HLA-DPA10301-DPB10402 with pseudo-sequence HLA-DPA10301-DPB10402. The binding affinity (normalized) is 0.284. (6) The peptide sequence is FWAVKPRGTRLIEDQ. The MHC is DRB1_0101 with pseudo-sequence DRB1_0101. The binding affinity (normalized) is 0.634. (7) The peptide sequence is SARLRLLRDRLVEGV. The MHC is DRB1_0404 with pseudo-sequence DRB1_0404. The binding affinity (normalized) is 0.600.